From a dataset of Reaction yield outcomes from USPTO patents with 853,638 reactions. Predict the reaction yield, written as a fraction of the theoretical maximum amount of product (1.0 means a 100% yield; for example, 0.34 means a 34% yield). (1) The reactants are [CH3:1][O:2][C:3]1[CH:4]=[C:5]([CH:23]=[C:24]([C:27](=[O:43])[NH:28][C:29]2[CH:34]=[CH:33][C:32]([O:35]COC)=[C:31]([O:39]COC)[CH:30]=2)[C:25]=1[OH:26])[CH:6]=[C:7]1[S:11][C:10](=[O:12])[N:9]([CH2:13][C:14]2[CH:19]=[CH:18][C:17]([Cl:20])=[C:16]([Cl:21])[CH:15]=2)[C:8]1=[O:22].Cl.C(OC(C)C)(C)C. The catalyst is CO. The product is [CH3:1][O:2][C:3]1[CH:4]=[C:5]([CH:23]=[C:24]([C:27](=[O:43])[NH:28][C:29]2[CH:34]=[CH:33][C:32]([OH:35])=[C:31]([OH:39])[CH:30]=2)[C:25]=1[OH:26])[CH:6]=[C:7]1[S:11][C:10](=[O:12])[N:9]([CH2:13][C:14]2[CH:19]=[CH:18][C:17]([Cl:20])=[C:16]([Cl:21])[CH:15]=2)[C:8]1=[O:22]. The yield is 0.571. (2) The reactants are [NH2:1][C:2]([CH3:7])([CH2:5][OH:6])[CH2:3][OH:4].[Cl:8][C:9]1[S:13][C:12]([S:14](Cl)(=[O:16])=[O:15])=[CH:11][C:10]=1[N+:18]([O-:20])=[O:19].C(N(CC)CC)C.O. The catalyst is C1COCC1. The product is [OH:4][CH2:3][C:2]([NH:1][S:14]([C:12]1[S:13][C:9]([Cl:8])=[C:10]([N+:18]([O-:20])=[O:19])[CH:11]=1)(=[O:16])=[O:15])([CH2:5][OH:6])[CH3:7]. The yield is 0.200. (3) The reactants are [C:1]([OH:8])(=[O:7])[CH2:2][CH2:3][C:4]([OH:6])=[O:5].C(OC(C)C)(=O)C.[N:16]12[CH2:23][CH2:22][CH:19]([CH2:20][CH2:21]1)[C@@H:18]([O:24][C:25]([N:27]1[CH2:36][CH2:35][C:34]3[C:29](=[CH:30][CH:31]=[CH:32][CH:33]=3)[C@@H:28]1[C:37]1[CH:42]=[CH:41][CH:40]=[CH:39][CH:38]=1)=[O:26])[CH2:17]2. The catalyst is CC(C)=O. The product is [C:1]([OH:8])(=[O:7])[CH2:2][CH2:3][C:4]([OH:6])=[O:5].[N:16]12[CH2:21][CH2:20][CH:19]([CH2:22][CH2:23]1)[C@@H:18]([O:24][C:25]([N:27]1[CH2:36][CH2:35][C:34]3[C:29](=[CH:30][CH:31]=[CH:32][CH:33]=3)[C@@H:28]1[C:37]1[CH:42]=[CH:41][CH:40]=[CH:39][CH:38]=1)=[O:26])[CH2:17]2. The yield is 0.879. (4) The reactants are CC(C)([O-])C.[K+].[C:7]([CH2:9]P(=O)(OCC)OCC)#[N:8].[Cl:18][C:19]1[CH:24]=[CH:23][C:22]([S:25]([C:28]2([C:35]3[CH:40]=[C:39]([F:41])[CH:38]=[CH:37][C:36]=3[F:42])[CH2:33][CH2:32][C:31](=O)[CH2:30][CH2:29]2)(=[O:27])=[O:26])=[CH:21][CH:20]=1.C(OC(C)C)(=O)C. The catalyst is O1CCCC1.O. The product is [Cl:18][C:19]1[CH:20]=[CH:21][C:22]([S:25]([C:28]2([C:35]3[CH:40]=[C:39]([F:41])[CH:38]=[CH:37][C:36]=3[F:42])[CH2:29][CH2:30][C:31](=[CH:9][C:7]#[N:8])[CH2:32][CH2:33]2)(=[O:26])=[O:27])=[CH:23][CH:24]=1. The yield is 0.870. (5) The reactants are [F:1][C:2]1[CH:3]=[CH:4][C:5]([O:18][C:19]([F:22])([F:21])[F:20])=[C:6]2[C:10]=1[N:9]([CH2:11][CH2:12][O:13][CH3:14])[CH:8]=[C:7]2[C:15](O)=[O:16].CCN(CC)CC.Cl.[F:31][C:32]([F:51])([F:50])[C:33]([NH:35][CH2:36][C:37]1[CH:42]=[CH:41][C:40]([F:43])=[C:39]([CH:44]2[CH2:49][CH2:48][NH:47][CH2:46][CH2:45]2)[CH:38]=1)=[O:34].CCN=C=NCCCN(C)C. The catalyst is C(Cl)Cl. The product is [F:51][C:32]([F:50])([F:31])[C:33]([NH:35][CH2:36][C:37]1[CH:42]=[CH:41][C:40]([F:43])=[C:39]([CH:44]2[CH2:49][CH2:48][N:47]([C:15]([C:7]3[C:6]4[C:10](=[C:2]([F:1])[CH:3]=[CH:4][C:5]=4[O:18][C:19]([F:22])([F:20])[F:21])[N:9]([CH2:11][CH2:12][O:13][CH3:14])[CH:8]=3)=[O:16])[CH2:46][CH2:45]2)[CH:38]=1)=[O:34]. The yield is 0.990. (6) The reactants are [N+:1]([O-:4])(O)=[O:2].S(=O)(=O)(O)O.[C:10]1([CH3:20])[CH:15]=[CH:14][C:13]([S:16]([Cl:19])(=[O:18])=[O:17])=[CH:12][CH:11]=1. No catalyst specified. The product is [CH3:20][C:10]1[CH:15]=[CH:14][C:13]([S:16]([Cl:19])(=[O:18])=[O:17])=[CH:12][C:11]=1[N+:1]([O-:4])=[O:2]. The yield is 0.880. (7) The reactants are [Cl:1][C:2]1[CH:3]=[CH:4][C:5](F)=[C:6]([CH:9]=1)[CH:7]=[O:8].[NH:11]1[CH2:15][CH2:14][CH2:13][CH2:12]1.C(=O)([O-])[O-].[K+].[K+].CS(C)=O. The catalyst is O. The product is [Cl:1][C:2]1[CH:3]=[CH:4][C:5]([N:11]2[CH2:15][CH2:14][CH2:13][CH2:12]2)=[C:6]([CH:9]=1)[CH:7]=[O:8]. The yield is 0.680. (8) The reactants are B(Br)(Br)Br.[NH2:5][C:6]1[N:11]=[CH:10][N:9]=[C:8]2[N:12]([CH:16]([C:18]3[C:19]([O:37]C)=[C:20]([C:26]4[CH:27]=[CH:28][C:29]([C:32]([N:34]([CH3:36])[CH3:35])=[O:33])=[N:30][CH:31]=4)[C:21]([CH3:25])=[C:22]([Cl:24])[CH:23]=3)[CH3:17])[N:13]=[C:14]([CH3:15])[C:7]=12.Cl. The catalyst is C(Cl)Cl. The product is [NH2:5][C:6]1[N:11]=[CH:10][N:9]=[C:8]2[N:12]([CH:16]([C:18]3[C:19]([OH:37])=[C:20]([C:26]4[CH:27]=[CH:28][C:29]([C:32]([N:34]([CH3:36])[CH3:35])=[O:33])=[N:30][CH:31]=4)[C:21]([CH3:25])=[C:22]([Cl:24])[CH:23]=3)[CH3:17])[N:13]=[C:14]([CH3:15])[C:7]=12. The yield is 0.680. (9) The reactants are [C:1]([N:6]1[CH:10]2[CH2:11][CH2:12][CH:7]1[CH:8](C(O)=O)[CH2:9]2)([O:3][CH2:4][CH3:5])=[O:2].N#N.C([O-])(=O)C.C([O-])(=O)C.C([O-])(=O)C.C([O-])(=O)C.[Pb+4]. The catalyst is C1C=CC=CC=1.[Al].C([O-])(=O)C.[Cu+2].C([O-])(=O)C. The product is [C:1]([N:6]1[CH:10]2[CH2:11][CH2:12][C:7]1=[CH:8][CH2:9]2)([O:3][CH2:4][CH3:5])=[O:2]. The yield is 0.770.